From a dataset of Forward reaction prediction with 1.9M reactions from USPTO patents (1976-2016). Predict the product of the given reaction. The product is: [CH3:1][O:2][C:3](=[O:19])[C:4]1[CH:9]=[CH:8][C:7]([O:10][CH2:11][C:12]2[CH:13]=[N:14][CH:15]=[CH:16][CH:17]=2)=[CH:6][C:5]=1[O:18][S:20]([C:23]([F:26])([F:25])[F:24])(=[O:22])=[O:21]. Given the reactants [CH3:1][O:2][C:3](=[O:19])[C:4]1[CH:9]=[CH:8][C:7]([O:10][CH2:11][C:12]2[CH:13]=[N:14][CH:15]=[CH:16][CH:17]=2)=[CH:6][C:5]=1[OH:18].[S:20](O[S:20]([C:23]([F:26])([F:25])[F:24])(=[O:22])=[O:21])([C:23]([F:26])([F:25])[F:24])(=[O:22])=[O:21].O.[OH-].[Na+], predict the reaction product.